From a dataset of Forward reaction prediction with 1.9M reactions from USPTO patents (1976-2016). Predict the product of the given reaction. (1) Given the reactants [NH2:1][C:2]1[CH:3]=[C:4]([OH:9])[CH:5]=[CH:6][C:7]=1[Cl:8].[Cl:10][C:11]1[CH:16]=[CH:15][C:14]([S:17][CH:18]([C:22](=O)[CH3:23])[C:19](=O)[CH3:20])=[CH:13][CH:12]=1.O.C1(C)C=CC(S(O)(=O)=O)=CC=1, predict the reaction product. The product is: [Cl:8][C:7]1[C:2]2[N:1]=[C:22]([CH3:23])[C:18]([S:17][C:14]3[CH:13]=[CH:12][C:11]([Cl:10])=[CH:16][CH:15]=3)=[C:19]([CH3:20])[C:3]=2[C:4]([OH:9])=[CH:5][CH:6]=1. (2) Given the reactants [NH2:1][CH2:2][CH2:3][CH2:4][O:5][CH2:6][CH2:7][O:8][CH2:9][CH2:10][O:11][CH2:12][CH2:13][CH2:14][NH:15][C:16](=[O:22])[O:17][C:18]([CH3:21])(C)C.[N:23]([CH2:26][C:27]([OH:29])=O)=[N+:24]=[N-:25].C([O-])(O)=O.[Na+].[CH2:35](Cl)[CH2:36]Cl, predict the reaction product. The product is: [N:23]([CH2:26][C:27](=[O:29])[NH:1][CH2:2][CH2:3][CH2:4][O:5][CH2:6][CH2:7][O:8][CH2:9][CH2:10][O:11][CH2:12][CH2:13][CH2:14][NH:15][C:16](=[O:22])[O:17][CH2:18][CH2:21][CH2:35][CH3:36])=[N+:24]=[N-:25]. (3) Given the reactants [F:1][C:2]([F:23])([F:22])[O:3][C:4]1[CH:9]=[CH:8][C:7]([C:10]2[N:14]=[C:13]([C:15]3[CH:16]=[CH:17][C:18](=[O:21])[NH:19][N:20]=3)[O:12][N:11]=2)=[CH:6][CH:5]=1.CS(O[CH2:29][C:30]1[CH:35]=[CH:34][N:33]=[C:32]([Cl:36])[CH:31]=1)(=O)=O, predict the reaction product. The product is: [Cl:36][C:32]1[CH:31]=[C:30]([CH2:29][N:19]2[C:18](=[O:21])[CH:17]=[CH:16][C:15]([C:13]3[O:12][N:11]=[C:10]([C:7]4[CH:8]=[CH:9][C:4]([O:3][C:2]([F:22])([F:1])[F:23])=[CH:5][CH:6]=4)[N:14]=3)=[N:20]2)[CH:35]=[CH:34][N:33]=1. (4) Given the reactants [CH:1]1[C:13]2[CH2:12][C:11]3[C:6](=[CH:7][CH:8]=[CH:9][CH:10]=3)[C:5]=2[CH:4]=[CH:3][CH:2]=1.CCCCCC.C([Li])CCC.[C:25]([C:29]1[CH:30]=[C:31]([CH3:37])[C:32](=[C:34]([CH3:36])[CH3:35])[CH:33]=1)([CH3:28])([CH3:27])[CH3:26], predict the reaction product. The product is: [C:25]([C:29]1[CH:30]=[C:31]([CH3:37])[CH:32]([C:34]([C:1]2[C:13]3[CH2:12][C:11]4[C:6](=[CH:7][CH:8]=[CH:9][CH:10]=4)[C:5]=3[CH:4]=[CH:3][CH:2]=2)([CH3:36])[CH3:35])[CH:33]=1)([CH3:28])([CH3:27])[CH3:26]. (5) Given the reactants [C:1]([C:4]1[CH:5]=[C:6]([CH:8]=[C:9]([C:11](=[O:13])[CH3:12])[CH:10]=1)[NH2:7])(=[O:3])[CH3:2].Cl[C:15]1[N:20]=[C:19]([NH2:21])[N:18]=[C:17]([NH2:22])[N:16]=1.Cl.Cl.C(C1C=C(NC(NC(N)=N)=N)C=C(C(=O)C)C=1)(=O)C, predict the reaction product. The product is: [C:1]([C:4]1[CH:5]=[C:6]([NH:7][C:15]2[N:20]=[C:19]([NH2:21])[N:18]=[C:17]([NH2:22])[N:16]=2)[CH:8]=[C:9]([C:11](=[O:13])[CH3:12])[CH:10]=1)(=[O:3])[CH3:2]. (6) Given the reactants Cl[C:2]1[N:7]=[CH:6][N:5]=[C:4]([C:8]([O:10][CH3:11])=[O:9])[CH:3]=1.C([O-])([O-])=O.[K+].[K+].O.B1(C=C)OB([CH:25]=[CH2:26])OB(C=C)O1.C1C=CN=CC=1, predict the reaction product. The product is: [CH:25]([C:2]1[N:7]=[CH:6][N:5]=[C:4]([C:8]([O:10][CH3:11])=[O:9])[CH:3]=1)=[CH2:26].